Dataset: Peptide-MHC class II binding affinity with 134,281 pairs from IEDB. Task: Regression. Given a peptide amino acid sequence and an MHC pseudo amino acid sequence, predict their binding affinity value. This is MHC class II binding data. (1) The peptide sequence is GLDVVDAVSNALIKS. The MHC is HLA-DQA10102-DQB10602 with pseudo-sequence HLA-DQA10102-DQB10602. The binding affinity (normalized) is 0.277. (2) The peptide sequence is IKEVVMAYVGIKL. The MHC is HLA-DPA10201-DPB10501 with pseudo-sequence HLA-DPA10201-DPB10501. The binding affinity (normalized) is 0.166. (3) The peptide sequence is DTPSPKEYKKGDTTTGVY. The MHC is DRB3_0101 with pseudo-sequence DRB3_0101. The binding affinity (normalized) is 0.